This data is from Forward reaction prediction with 1.9M reactions from USPTO patents (1976-2016). The task is: Predict the product of the given reaction. The product is: [OH:17][CH:14]1[CH2:15][CH2:16][CH:11]([NH:10][C:8]([NH:7][C:1]2[CH:6]=[CH:5][CH:4]=[CH:3][CH:2]=2)=[O:9])[CH2:12][CH2:13]1. Given the reactants [C:1]1([N:7]=[C:8]=[O:9])[CH:6]=[CH:5][CH:4]=[CH:3][CH:2]=1.[NH2:10][C@H:11]1[CH2:16][CH2:15][C@H:14]([OH:17])[CH2:13][CH2:12]1, predict the reaction product.